The task is: Regression. Given two drug SMILES strings and cell line genomic features, predict the synergy score measuring deviation from expected non-interaction effect.. This data is from NCI-60 drug combinations with 297,098 pairs across 59 cell lines. Drug 1: C1=CN(C=N1)CC(O)(P(=O)(O)O)P(=O)(O)O. Drug 2: CC(C)NC(=O)C1=CC=C(C=C1)CNNC.Cl. Cell line: BT-549. Synergy scores: CSS=5.38, Synergy_ZIP=-2.26, Synergy_Bliss=-2.39, Synergy_Loewe=-1.83, Synergy_HSA=-1.52.